Dataset: Retrosynthesis with 50K atom-mapped reactions and 10 reaction types from USPTO. Task: Predict the reactants needed to synthesize the given product. (1) Given the product CC(=O)OCC[C@H](N)C(=O)O, predict the reactants needed to synthesize it. The reactants are: CC(=O)Cl.N[C@@H](CCO)C(=O)O. (2) Given the product CSCn1c(-c2ccccc2)c(C)c(=O)[nH]c1=S, predict the reactants needed to synthesize it. The reactants are: CSCCl.Cc1c(-c2ccccc2)[nH]c(=S)[nH]c1=O. (3) Given the product CNCC(=O)NCc1cccc2cc(S(=O)(=O)c3ccccc3)ccc12, predict the reactants needed to synthesize it. The reactants are: CN(CC(=O)NCc1cccc2cc(S(=O)(=O)c3ccccc3)ccc12)C(=O)OCc1ccccc1. (4) Given the product COCCCOc1ccccc1, predict the reactants needed to synthesize it. The reactants are: BrCCCOc1ccccc1.C[O-]. (5) Given the product CSc1cnc2c(c1)cc(-c1ncccn1)n2S(=O)(=O)c1ccccc1, predict the reactants needed to synthesize it. The reactants are: C#Cc1ncccn1.CSc1cnc(NS(=O)(=O)c2ccccc2)c(I)c1. (6) The reactants are: BrCCBr.Cn1c(=O)[nH]c(=O)c2c1nc(Oc1cccc(OC(F)(F)F)c1)n2Cc1ccc(Cl)cc1. Given the product Cn1c(=O)n(CCBr)c(=O)c2c1nc(Oc1cccc(OC(F)(F)F)c1)n2Cc1ccc(Cl)cc1, predict the reactants needed to synthesize it.